From a dataset of Full USPTO retrosynthesis dataset with 1.9M reactions from patents (1976-2016). Predict the reactants needed to synthesize the given product. Given the product [F:23][C:14]1[CH:13]=[C:12]([NH:11][S:8]([C:5]2[CH:6]=[CH:7][C:2]([C:26]3[CH:27]=[CH:28][O:24][CH:25]=3)=[CH:3][CH:4]=2)(=[O:10])=[O:9])[CH:21]=[C:20]([F:22])[C:15]=1[C:16]([OH:18])=[O:17], predict the reactants needed to synthesize it. The reactants are: Br[C:2]1[CH:7]=[CH:6][C:5]([S:8]([NH:11][C:12]2[CH:21]=[C:20]([F:22])[C:15]([C:16]([O:18]C)=[O:17])=[C:14]([F:23])[CH:13]=2)(=[O:10])=[O:9])=[CH:4][CH:3]=1.[O:24]1[CH:28]=[CH:27][C:26](B2OC(C)(C)C(C)(C)O2)=[CH:25]1.C(=O)([O-])[O-].[Na+].[Na+].